Task: Regression. Given a peptide amino acid sequence and an MHC pseudo amino acid sequence, predict their binding affinity value. This is MHC class I binding data.. Dataset: Peptide-MHC class I binding affinity with 185,985 pairs from IEDB/IMGT (1) The peptide sequence is SVQLSNNKY. The MHC is HLA-A68:01 with pseudo-sequence HLA-A68:01. The binding affinity (normalized) is 0.341. (2) The peptide sequence is VPWQEKTAS. The MHC is HLA-A01:01 with pseudo-sequence HLA-A01:01. The binding affinity (normalized) is 0.0847.